Dataset: Reaction yield outcomes from USPTO patents with 853,638 reactions. Task: Predict the reaction yield, written as a fraction of the theoretical maximum amount of product (1.0 means a 100% yield; for example, 0.34 means a 34% yield). (1) The reactants are [C:1]([O:4][CH:5]1[C:9]2[N:10]=[CH:11][N:12]=[C:13](Cl)[C:8]=2[C@H:7]([CH3:15])[CH2:6]1)(=[O:3])[CH3:2].[CH3:16][C@@H:17]1[NH:22][CH2:21][CH2:20][N:19]([C:23]([O:25][C:26]([CH3:29])([CH3:28])[CH3:27])=[O:24])[CH2:18]1. The catalyst is CN1C(=O)CCC1.C(OCC)(=O)C. The product is [C:1]([O:4][CH:5]1[C:9]2[N:10]=[CH:11][N:12]=[C:13]([N:22]3[CH2:21][CH2:20][N:19]([C:23]([O:25][C:26]([CH3:29])([CH3:28])[CH3:27])=[O:24])[CH2:18][C@@H:17]3[CH3:16])[C:8]=2[C@H:7]([CH3:15])[CH2:6]1)(=[O:3])[CH3:2]. The yield is 0.600. (2) The reactants are [OH:1][C:2]1[CH:10]=[CH:9][C:5]([C:6]([OH:8])=O)=[CH:4][CH:3]=1.[CH2:11]1[C@H:20]2[C@H:15]([CH2:16][CH2:17][C:18]3[CH:24]=[CH:23][CH:22]=[CH:21][C:19]=32)[NH:14][CH2:13][CH2:12]1.F[P-](F)(F)(F)(F)F.N1(OC(N(C)C)=[N+](C)C)C2N=CC=CC=2N=N1. No catalyst specified. The product is [CH2:11]1[C@H:20]2[C@H:15]([CH2:16][CH2:17][C:18]3[CH:24]=[CH:23][CH:22]=[CH:21][C:19]=32)[N:14]([C:6]([C:5]2[CH:4]=[CH:3][C:2]([OH:1])=[CH:10][CH:9]=2)=[O:8])[CH2:13][CH2:12]1. The yield is 0.280. (3) The reactants are [F:1][C:2]([F:18])([F:17])[C:3]1[CH:4]=[CH:5][C:6]([O:9][C:10]2[CH:11]=[CH:12][C:13]([OH:16])=[N:14][CH:15]=2)=[N:7][CH:8]=1.[I-].C([Si](C)(C)[O:25][CH:26]1[CH2:31][CH2:30][N:29]([C:32](N2C=C[N+](C)=C2)=[O:33])[CH2:28][CH2:27]1)(C)(C)C.C(N(CC)CC)C. The catalyst is C(#N)C. The product is [F:18][C:2]([F:1])([F:17])[C:3]1[CH:4]=[CH:5][C:6]([O:9][C:10]2[CH:11]=[CH:12][C:13]([O:16][C:32]([N:29]3[CH2:30][CH2:31][CH:26]([OH:25])[CH2:27][CH2:28]3)=[O:33])=[N:14][CH:15]=2)=[N:7][CH:8]=1. The yield is 0.650. (4) The reactants are [C:1]([N:8]1[CH2:13][CH2:12][NH:11][CH2:10][CH2:9]1)([O:3][C:4]([CH3:7])([CH3:6])[CH3:5])=[O:2].[Cl:14][C:15]1[C:19](Cl)=[N:18][S:17][N:16]=1.Cl. The catalyst is CN(C=O)C.O. The product is [C:4]([O:3][C:1]([N:8]1[CH2:9][CH2:10][N:11]([C:19]2[C:15]([Cl:14])=[N:16][S:17][N:18]=2)[CH2:12][CH2:13]1)=[O:2])([CH3:7])([CH3:6])[CH3:5]. The yield is 0.830.